From a dataset of Peptide-MHC class I binding affinity with 185,985 pairs from IEDB/IMGT. Regression. Given a peptide amino acid sequence and an MHC pseudo amino acid sequence, predict their binding affinity value. This is MHC class I binding data. The binding affinity (normalized) is 0.396. The peptide sequence is NTTYDFLARK. The MHC is HLA-A03:01 with pseudo-sequence HLA-A03:01.